Dataset: Full USPTO retrosynthesis dataset with 1.9M reactions from patents (1976-2016). Task: Predict the reactants needed to synthesize the given product. Given the product [CH:29]1([CH2:28][N:16]([C:17]2[CH:22]=[CH:21][CH:20]=[C:19]([C:23](=[O:27])[N:24]([CH3:26])[CH3:25])[CH:18]=2)[C:14](=[O:15])[NH:13][C:11]2[S:12][C:8]([S:7][CH2:5][CH2:6][C:50]([OH:52])=[O:51])=[CH:9][N:10]=2)[CH2:30][CH2:31][CH2:32][CH2:33]1, predict the reactants needed to synthesize it. The reactants are: C(OC(=O)[CH:5]([S:7][C:8]1[S:12][C:11]([NH:13][C:14]([N:16]([CH2:28][CH:29]2[CH2:33][CH2:32][CH2:31][CH2:30]2)[C:17]2[CH:22]=[CH:21][CH:20]=[C:19]([C:23](=[O:27])[N:24]([CH3:26])[CH3:25])[CH:18]=2)=[O:15])=[N:10][CH:9]=1)[CH3:6])C.C1(CN(C2C=CC(S(C)(=O)=O)=CC=2)C(=O)NC2SC=C(C[C:50]([OH:52])=[O:51])N=2)CCCC1.C1(CNC2C=C(C=CC=2)C(N(C)C)=O)CCCC1.C(OC(=O)C(SC1SC(N)=NC=1)C)C.